This data is from Reaction yield outcomes from USPTO patents with 853,638 reactions. The task is: Predict the reaction yield, written as a fraction of the theoretical maximum amount of product (1.0 means a 100% yield; for example, 0.34 means a 34% yield). (1) The reactants are [N:1]1([C:7]2[CH:14]=[C:13]([C:15]([F:18])([F:17])[F:16])[CH:12]=[CH:11][C:8]=2[CH:9]=O)[CH2:6][CH2:5][O:4][CH2:3][CH2:2]1.[N:19]1([C:25]([O:27][C:28]([CH3:31])([CH3:30])[CH3:29])=[O:26])[CH2:24][CH2:23][NH:22][CH2:21][CH2:20]1.C(O[BH-](OC(=O)C)OC(=O)C)(=O)C.[Na+]. The yield is 0.780. The catalyst is ClCCl. The product is [N:1]1([C:7]2[CH:14]=[C:13]([C:15]([F:18])([F:17])[F:16])[CH:12]=[CH:11][C:8]=2[CH2:9][N:22]2[CH2:21][CH2:20][N:19]([C:25]([O:27][C:28]([CH3:31])([CH3:30])[CH3:29])=[O:26])[CH2:24][CH2:23]2)[CH2:6][CH2:5][O:4][CH2:3][CH2:2]1. (2) The reactants are Br[C:2]1[CH:3]=[C:4]([CH:21]=[CH:22][CH:23]=1)[CH:5]=[C:6]1[C:12]2[CH:13]=[CH:14][CH:15]=[CH:16][C:11]=2[CH2:10][CH2:9][C:8]2[CH:17]=[CH:18][CH:19]=[CH:20][C:7]1=2.[C:24]([Cu])#[N:25].CCOC(C)=O. The catalyst is CN1CCCC1=O.[Cu]I. The product is [CH:17]1[C:8]2[CH2:9][CH2:10][C:11]3[CH:16]=[CH:15][CH:14]=[CH:13][C:12]=3[C:6](=[CH:5][C:4]3[CH:21]=[C:22]([CH:23]=[CH:2][CH:3]=3)[C:24]#[N:25])[C:7]=2[CH:20]=[CH:19][CH:18]=1. The yield is 0.710. (3) The reactants are C(Cl)CCl.C1C=CC2N(O)N=NC=2C=1.[NH2:15][CH2:16][C:17]1[C:18]([F:34])=[C:19]([O:24][C:25]2[CH:26]=[C:27]([CH:30]=[C:31]([Cl:33])[CH:32]=2)[C:28]#[N:29])[C:20]([Br:23])=[CH:21][CH:22]=1.[Cl:35][C:36]1[N:37]=[C:38]([CH3:44])[NH:39][C:40]=1[C:41](O)=[O:42]. The catalyst is CN(C=O)C. The product is [Br:23][C:20]1[CH:21]=[CH:22][C:17]([CH2:16][NH:15][C:41]([C:40]2[NH:39][C:38]([CH3:44])=[N:37][C:36]=2[Cl:35])=[O:42])=[C:18]([F:34])[C:19]=1[O:24][C:25]1[CH:26]=[C:27]([C:28]#[N:29])[CH:30]=[C:31]([Cl:33])[CH:32]=1. The yield is 0.120. (4) The reactants are [CH2:1]([O:4][C:5]1[CH:10]=[CH:9][C:8]([CH2:11]Cl)=[CH:7][CH:6]=1)[CH:2]=[CH2:3].NC(N)=[S:15].O.N. The catalyst is C(O)C. The product is [CH2:1]([O:4][C:5]1[CH:10]=[CH:9][C:8]([CH2:11][SH:15])=[CH:7][CH:6]=1)[CH:2]=[CH2:3]. The yield is 0.810.